Dataset: M1 muscarinic receptor antagonist screen with 61,756 compounds. Task: Binary Classification. Given a drug SMILES string, predict its activity (active/inactive) in a high-throughput screening assay against a specified biological target. (1) The compound is o1c(nc2c1ccc(c2)C)c1c(c(NC(=O)c2cc(OC)c(OC)c(OC)c2)ccc1)C. The result is 0 (inactive). (2) The result is 0 (inactive). The drug is Fc1c(OCc2oc(NCCc3ccccc3)c(n2)C#N)cccc1. (3) The compound is O=C(N1CCCCCC1)c1c(n(c(c1C)C(OCC)=O)CC)C. The result is 0 (inactive). (4) The molecule is S(=O)(=O)(N1CCN(CC1)C(=O)c1sccc1)Cc1ccccc1. The result is 0 (inactive). (5) The molecule is S(CC(=O)NCC1OCCC1)CSCC(=O)NCC1OCCC1. The result is 0 (inactive).